Dataset: Forward reaction prediction with 1.9M reactions from USPTO patents (1976-2016). Task: Predict the product of the given reaction. (1) Given the reactants [NH2:1][CH:2]([CH3:15])[CH2:3][CH2:4][C:5]1[CH:6]=[CH:7][C:8]([CH2:11][CH2:12][CH2:13][NH2:14])=[N:9][CH:10]=1.[H-].[Na+], predict the reaction product. The product is: [CH3:15][CH:2]1[NH:1][C:10]2[N:9]=[C:8]([CH2:11][CH2:12][CH2:13][NH2:14])[CH:7]=[CH:6][C:5]=2[CH2:4][CH2:3]1. (2) Given the reactants [N:1]1[CH:6]=[CH:5][CH:4]=[CH:3][C:2]=1[CH2:7][N:8]1[CH:12]=[C:11]([C:13]2[C:21]3[C:16](=[N:17][CH:18]=[C:19]([C:22]4[CH:27]=[CH:26][C:25]([CH:28]5[CH2:33][CH2:32][N:31](C(OC(C)(C)C)=O)[CH2:30][CH2:29]5)=[CH:24][CH:23]=4)[CH:20]=3)[NH:15][CH:14]=2)[CH:10]=[N:9]1, predict the reaction product. The product is: [NH:31]1[CH2:32][CH2:33][CH:28]([C:25]2[CH:24]=[CH:23][C:22]([C:19]3[CH:20]=[C:21]4[C:13]([C:11]5[CH:10]=[N:9][N:8]([CH2:7][C:2]6[CH:3]=[CH:4][CH:5]=[CH:6][N:1]=6)[CH:12]=5)=[CH:14][NH:15][C:16]4=[N:17][CH:18]=3)=[CH:27][CH:26]=2)[CH2:29][CH2:30]1. (3) The product is: [S:23]1[CH:24]=[CH:25][C:21]([C:19]([NH:18][C:13]2[C:12]3[C:16](=[CH:17][C:9]([C:6]4[CH:5]=[CH:4][C:3]([NH:2][C:45]([NH:44][C:35]5[CH:36]=[C:37]([C:40]([F:41])([F:43])[F:42])[CH:38]=[CH:39][C:34]=5[F:33])=[O:46])=[CH:8][CH:7]=4)=[CH:10][CH:11]=3)[NH:15][N:14]=2)=[O:20])=[CH:22]1. Given the reactants Cl.[NH2:2][C:3]1[CH:8]=[CH:7][C:6]([C:9]2[CH:17]=[C:16]3[C:12]([C:13]([NH:18][C:19]([C:21]4[CH:25]=[CH:24][S:23][CH:22]=4)=[O:20])=[N:14][NH:15]3)=[CH:11][CH:10]=2)=[CH:5][CH:4]=1.C(N(CC)CC)C.[F:33][C:34]1[CH:39]=[CH:38][C:37]([C:40]([F:43])([F:42])[F:41])=[CH:36][C:35]=1[N:44]=[C:45]=[O:46], predict the reaction product. (4) Given the reactants [CH2:1]([O:8][C:9]1[C:14]([N+:15]([O-])=O)=[CH:13][C:12]([Br:18])=[CH:11][C:10]=1[CH2:19]/[CH:20]=[CH:21]/[CH3:22])[C:2]1[CH:7]=[CH:6][CH:5]=[CH:4][CH:3]=1.BrC1C=C(C(C2C=CC=CC=2)C=C)C(OCCC)=C([N+]([O-])=O)C=1.BrC1C=C(C(C2C=CC=CC=2)C=C)C(OCCC)=C(N[C:54]([NH:56][C:57]2[CH:62]=[CH:61][C:60]([CH3:63])=[CH:59][CH:58]=2)=[O:55])C=1, predict the reaction product. The product is: [CH2:1]([O:8][C:9]1[C:10]([CH2:19]/[CH:20]=[CH:21]/[CH3:22])=[CH:11][C:12]([Br:18])=[CH:13][C:14]=1[NH:15][C:54]([NH:56][C:57]1[CH:62]=[CH:61][C:60]([CH3:63])=[CH:59][CH:58]=1)=[O:55])[C:2]1[CH:7]=[CH:6][CH:5]=[CH:4][CH:3]=1. (5) The product is: [F:14][C:3]1[C:2](/[CH:22]=[CH:21]/[C:15]2[CH:20]=[CH:19][CH:18]=[CH:17][CH:16]=2)=[C:11]2[C:6]([CH:7]=[CH:8][C:9]([O:12][CH3:13])=[N:10]2)=[N:5][CH:4]=1. Given the reactants Br[C:2]1[C:3]([F:14])=[CH:4][N:5]=[C:6]2[C:11]=1[N:10]=[C:9]([O:12][CH3:13])[CH:8]=[CH:7]2.[C:15]1(/[CH:21]=[CH:22]/B(O)O)[CH:20]=[CH:19][CH:18]=[CH:17][CH:16]=1.C([O-])([O-])=O.[K+].[K+], predict the reaction product. (6) Given the reactants [F:1][C:2]1[CH:3]=[C:4]([C@H:9]2[CH2:13][CH2:12][CH2:11][N:10]2[C:14]2[CH:19]=[CH:18][N:17]3[N:20]=[CH:21][C:22]([C:23]([O:25][CH2:26][CH3:27])=[O:24])=[C:16]3[N:15]=2)[C:5](=[O:8])[NH:6][CH:7]=1.[H-].[Li+].Br[CH2:31][CH2:32][CH2:33][N:34]1[C:42](=[O:43])[C:41]2[C:36](=[CH:37][CH:38]=[CH:39][CH:40]=2)[C:35]1=[O:44], predict the reaction product. The product is: [O:44]=[C:35]1[C:36]2[C:41](=[CH:40][CH:39]=[CH:38][CH:37]=2)[C:42](=[O:43])[N:34]1[CH2:33][CH2:32][CH2:31][N:6]1[CH:7]=[C:2]([F:1])[CH:3]=[C:4]([C@H:9]2[CH2:13][CH2:12][CH2:11][N:10]2[C:14]2[CH:19]=[CH:18][N:17]3[N:20]=[CH:21][C:22]([C:23]([O:25][CH2:26][CH3:27])=[O:24])=[C:16]3[N:15]=2)[C:5]1=[O:8].